Dataset: Forward reaction prediction with 1.9M reactions from USPTO patents (1976-2016). Task: Predict the product of the given reaction. Given the reactants Br[C:2]1[CH:3]=[CH:4][C:5]2[S:20][C:8]3[CH2:9][N:10]([C:13]([O:15][C:16]([CH3:19])([CH3:18])[CH3:17])=[O:14])[CH2:11][CH2:12][C:7]=3[C:6]=2[CH:21]=1.[CH2:22]([O:29][C:30]1[CH:35]=[CH:34][NH:33][C:32](=[O:36])[CH:31]=1)[C:23]1[CH:28]=[CH:27][CH:26]=[CH:25][CH:24]=1.OC1C=CC=C2C=1N=CC=C2.C([O-])([O-])=O.[K+].[K+], predict the reaction product. The product is: [CH2:22]([O:29][C:30]1[CH:35]=[CH:34][N:33]([C:2]2[CH:3]=[CH:4][C:5]3[S:20][C:8]4[CH2:9][N:10]([C:13]([O:15][C:16]([CH3:19])([CH3:18])[CH3:17])=[O:14])[CH2:11][CH2:12][C:7]=4[C:6]=3[CH:21]=2)[C:32](=[O:36])[CH:31]=1)[C:23]1[CH:24]=[CH:25][CH:26]=[CH:27][CH:28]=1.